Dataset: Reaction yield outcomes from USPTO patents with 853,638 reactions. Task: Predict the reaction yield, written as a fraction of the theoretical maximum amount of product (1.0 means a 100% yield; for example, 0.34 means a 34% yield). (1) The reactants are [NH2:1][C:2]1[NH:3][C:4](=[O:20])[C:5]2[N:6]=[CH:7][N:8]([C@H]3[C@@H](O)[C@@H](O)[C@H](CO)O3)[C:9]=2[N:10]=1.[CH2:21](Br)[CH:22]=[CH2:23].Cl.[OH-].[Na+]. The catalyst is CS(C)=O.O. The product is [CH2:23]([N:6]1[C:5]2[C:4](=[O:20])[NH:3][C:2]([NH2:1])=[N:10][C:9]=2[N:8]=[CH:7]1)[CH:22]=[CH2:21]. The yield is 0.592. (2) The reactants are [N:1]1([C:7]2[N:11]3[CH:12]=[C:13]([O:16][C@@H:17]4[C:26]5[C:21](=[CH:22][CH:23]=[CH:24][CH:25]=5)[C@@H:20]([NH2:27])[CH2:19][CH2:18]4)[CH:14]=[CH:15][C:10]3=[N:9][N:8]=2)[CH2:6][CH2:5][CH2:4][CH2:3][CH2:2]1.ClC(Cl)(Cl)C[O:31][C:32](=O)[NH:33][C:34]1[N:35]([C:43]2[CH:48]=[CH:47][C:46]([CH3:49])=[CH:45][CH:44]=2)[N:36]=[C:37]([C:39]([CH3:42])([CH3:41])[CH3:40])[CH:38]=1.CCN(C(C)C)C(C)C. The catalyst is O1CCOCC1. The product is [C:39]([C:37]1[CH:38]=[C:34]([NH:33][C:32]([NH:27][C@@H:20]2[C:21]3[C:26](=[CH:25][CH:24]=[CH:23][CH:22]=3)[C@@H:17]([O:16][C:13]3[CH:14]=[CH:15][C:10]4[N:11]([C:7]([N:1]5[CH2:2][CH2:3][CH2:4][CH2:5][CH2:6]5)=[N:8][N:9]=4)[CH:12]=3)[CH2:18][CH2:19]2)=[O:31])[N:35]([C:43]2[CH:48]=[CH:47][C:46]([CH3:49])=[CH:45][CH:44]=2)[N:36]=1)([CH3:42])([CH3:40])[CH3:41]. The yield is 0.200. (3) The reactants are CCN(C(C)C)C(C)C.F[P-](F)(F)(F)(F)F.CN(C(N(C)C)=[N+]1C2C(=NC=CC=2)[N+]([O-])=N1)C.Cl.[NH2:35][N:36]([CH:45]([CH3:47])[CH3:46])[C:37]([NH:39][CH2:40][C:41]([F:44])([F:43])[F:42])=[O:38].[F:48][C:49]([F:76])([F:75])[C:50]1[CH:58]=[C:57](/[CH:59]=[CH:60]/[CH:61]([C:66]2[CH:71]=[C:70]([Cl:72])[C:69]([Cl:73])=[C:68]([Cl:74])[CH:67]=2)[C:62]([F:65])([F:64])[F:63])[CH:56]=[CH:55][C:51]=1[C:52](O)=[O:53]. The catalyst is CN(C=O)C.O. The product is [CH:45]([N:36]([C:37]([NH:39][CH2:40][C:41]([F:43])([F:42])[F:44])=[O:38])[NH:35][C:52](=[O:53])[C:51]1[CH:55]=[CH:56][C:57](/[CH:59]=[CH:60]/[CH:61]([C:66]2[CH:67]=[C:68]([Cl:74])[C:69]([Cl:73])=[C:70]([Cl:72])[CH:71]=2)[C:62]([F:63])([F:64])[F:65])=[CH:58][C:50]=1[C:49]([F:75])([F:76])[F:48])([CH3:47])[CH3:46]. The yield is 0.290. (4) The reactants are [CH3:1][O:2][C:3]1[CH:21]=[CH:20][C:6]([CH2:7][O:8][C:9]2[CH:10]=[C:11]3[C:16](=[CH:17][CH:18]=2)[C:15](=[O:19])[CH2:14][CH2:13][CH2:12]3)=[CH:5][CH:4]=1.[Li+].[CH3:23]C([N-]C(C)C)C.CI. The catalyst is C1COCC1.O. The product is [CH3:1][O:2][C:3]1[CH:4]=[CH:5][C:6]([CH2:7][O:8][C:9]2[CH:10]=[C:11]3[C:16](=[CH:17][CH:18]=2)[C:15](=[O:19])[CH:14]([CH3:23])[CH2:13][CH2:12]3)=[CH:20][CH:21]=1. The yield is 0.530. (5) The reactants are [CH3:1][O:2][CH2:3][CH2:4][O:5][CH2:6][CH2:7][O:8][CH2:9][CH2:10]O.C1C(=O)N([O:19][C:20]([O:22][N:23]2[C:28](=[O:29])[CH2:27][CH2:26][C:24]2=[O:25])=[O:21])C(=O)C1.C(N(CC)CC)C.C(OCC)(=O)C. The catalyst is C(#N)C. The product is [CH3:1][O:2][CH2:3][CH2:4][O:5][CH2:6][CH2:7][O:8][CH2:9][CH2:10][O:19][C:20](=[O:21])[O:22][N:23]1[C:24](=[O:25])[CH2:26][CH2:27][C:28]1=[O:29]. The yield is 0.200. (6) The reactants are [Cl:1][C:2]1[N:7]=[CH:6][C:5]([NH2:8])=[CH:4][CH:3]=1.Br[C:10]1[CH:18]=[CH:17][C:16]([CH3:19])=[CH:15][C:11]=1[C:12]([OH:14])=[O:13].C([O-])([O-])=O.[K+].[K+].O. The catalyst is COCCOC. The product is [Cl:1][C:2]1[N:7]=[CH:6][C:5]([NH:8][C:10]2[CH:18]=[CH:17][C:16]([CH3:19])=[CH:15][C:11]=2[C:12]([OH:14])=[O:13])=[CH:4][CH:3]=1. The yield is 0.460. (7) The yield is 0.310. The reactants are [NH2:1][C:2]1[CH:3]=[N:4][S:5][C:6]=1[N:7]1[CH2:12][C@H:11]([CH3:13])[CH2:10][C@H:9]([NH:14]C(=O)OC(C)(C)C)[CH2:8]1.C(OC([NH:29][C:30]1[O:38][C:37]2[C:32](=[N:33][CH:34]=[C:35]([CH:39]3[CH2:44][CH2:43][O:42][CH2:41][CH2:40]3)[CH:36]=2)[C:31]=1[C:45](O)=[O:46])=O)(C)(C)C.CN(C(ON1N=NC2C=CC=NC1=2)=[N+](C)C)C.F[P-](F)(F)(F)(F)F.CCN(C(C)C)C(C)C.C(O)(C(F)(F)F)=O. The catalyst is C(Cl)Cl.ClCCCl. The product is [NH2:29][C:30]1[O:38][C:37]2[C:32](=[N:33][CH:34]=[C:35]([CH:39]3[CH2:40][CH2:41][O:42][CH2:43][CH2:44]3)[CH:36]=2)[C:31]=1[C:45]([NH:1][C:2]1[CH:3]=[N:4][S:5][C:6]=1[N:7]1[CH2:12][C@H:11]([CH3:13])[CH2:10][C@H:9]([NH2:14])[CH2:8]1)=[O:46]. (8) The reactants are C(OC1C=CC2SC([NH:12][C:13]([C:15]3[O:16][C:17]4[C:22]([C:23](=[O:25])[CH:24]=3)=[CH:21][CH:20]=[CH:19][C:18]=4[N:26]3[CH2:31][CH2:30][N:29]([CH3:32])[CH2:28][CH2:27]3)=[O:14])=NC=2C=1)C.[O:34]1[CH2:39][CH2:38][N:37]([C:40]2[CH:46]=[CH:45][C:43](N)=[CH:42][CH:41]=2)[CH2:36][CH2:35]1.CN([C:50]([O:54]N1N=NC2C=CC=CC1=2)=[N+](C)C)C.[B-](F)(F)(F)F.[CH:69]1C=CC2N(O)N=NC=2C=1. The catalyst is CN(C=O)C. The product is [N:37]1([C:40]2[CH:46]=[CH:45][C:43]([NH:12][C:13]([C:15]3[O:16][C:17]4[C:22]([C:23](=[O:25])[CH:24]=3)=[CH:21][C:20]([O:54][CH3:50])=[CH:19][C:18]=4[N:26]3[CH2:31][CH2:69][CH2:30][N:29]([CH3:32])[CH2:28][CH2:27]3)=[O:14])=[CH:42][CH:41]=2)[CH2:38][CH2:39][O:34][CH2:35][CH2:36]1. The yield is 0.790. (9) The reactants are [NH2:1][C:2]1[N:3]=[CH:4][C:5]2[C:10]([CH:11]=1)=[CH:9][CH:8]=[CH:7][CH:6]=2.C[Al](C)C.C[O:17][C:18]([C:20]1[C:25]([NH:26][CH2:27][C:28]2[CH:33]=[CH:32][N:31]=[CH:30][CH:29]=2)=[N:24][CH:23]=[CH:22][N:21]=1)=O. The catalyst is C1(C)C=CC=CC=1.C(OCC)(=O)C. The product is [CH:4]1[C:5]2[C:10](=[CH:9][CH:8]=[CH:7][CH:6]=2)[CH:11]=[C:2]([NH:1][C:18]([C:20]2[C:25]([NH:26][CH2:27][C:28]3[CH:33]=[CH:32][N:31]=[CH:30][CH:29]=3)=[N:24][CH:23]=[CH:22][N:21]=2)=[O:17])[N:3]=1. The yield is 0.420.